From a dataset of Full USPTO retrosynthesis dataset with 1.9M reactions from patents (1976-2016). Predict the reactants needed to synthesize the given product. (1) Given the product [Cl:22][C:7]1[CH:6]=[CH:5][C:4]2[N:3]=[C:2]([N:29]3[CH2:30][CH2:31][CH:26]([C:24]#[N:25])[CH2:27][CH2:28]3)[CH:11]=[CH:10][C:9]=2[C:8]=1[C:12]([NH:14][CH2:15][CH:16]1[CH2:21][CH2:20][CH2:19][CH2:18][CH2:17]1)=[O:13], predict the reactants needed to synthesize it. The reactants are: Cl[C:2]1[CH:11]=[CH:10][C:9]2[C:8]([C:12]([NH:14][CH2:15][CH:16]3[CH2:21][CH2:20][CH2:19][CH2:18][CH2:17]3)=[O:13])=[C:7]([Cl:22])[CH:6]=[CH:5][C:4]=2[N:3]=1.Cl.[C:24]([CH:26]1[CH2:31][CH2:30][NH:29][CH2:28][CH2:27]1)#[N:25]. (2) Given the product [F:1][C:2]1[C:7]([F:8])=[CH:6][CH:5]=[CH:4][C:3]=1[O:9][CH2:18][C@H:15]1[CH2:16][CH2:17][C@H:12]([CH2:10][CH3:11])[CH2:13][CH2:14]1, predict the reactants needed to synthesize it. The reactants are: [F:1][C:2]1[C:7]([F:8])=[CH:6][CH:5]=[CH:4][C:3]=1[OH:9].[CH2:10]([C@H:12]1[CH2:17][CH2:16][C@H:15]([CH2:18]Br)[CH2:14][CH2:13]1)[CH3:11].P([O-])([O-])([O-])=O.[K+].[K+].[K+].O.